This data is from Forward reaction prediction with 1.9M reactions from USPTO patents (1976-2016). The task is: Predict the product of the given reaction. (1) Given the reactants C[N:2](C)/[C:3](=[N:5]/[C:6](=[O:31])[CH2:7][C@H:8]([N:17]1[CH2:21][CH2:20][C@H:19]([NH:22][C:23](=[O:29])[O:24][C:25]([CH3:28])([CH3:27])[CH3:26])[C:18]1=[O:30])[C:9]([N:11]1[CH2:16][CH2:15][O:14][CH2:13][CH2:12]1)=[O:10])/[CH3:4].Cl.NO, predict the reaction product. The product is: [CH3:4][C:3]1[N:5]=[C:6]([CH2:7][C@H:8]([N:17]2[CH2:21][CH2:20][C@H:19]([NH:22][C:23](=[O:29])[O:24][C:25]([CH3:28])([CH3:27])[CH3:26])[C:18]2=[O:30])[C:9]([N:11]2[CH2:16][CH2:15][O:14][CH2:13][CH2:12]2)=[O:10])[O:31][N:2]=1. (2) Given the reactants Br[CH2:2][CH:3]1[CH2:10][CH2:9][CH2:8][CH2:7][CH2:6][CH2:5][CH2:4]1.CC(OC[CH2:16][N:17]1[C:30]2[C:25](=[CH:26][CH:27]=[CH:28][CH:29]=2)[C:19]2([CH2:24][CH2:23][NH:22][CH2:21][CH2:20]2)[C:18]1=[O:31])=O.[C:32](=[O:35])([O-])[O-:33].[K+].[K+].[I-].[K+].[C:40](#N)C, predict the reaction product. The product is: [CH3:40][C:32]([O:33][CH2:16][N:17]1[C:30]2[C:25](=[CH:26][C:27]([CH2:2][CH:3]3[CH2:10][CH2:9][CH2:8][CH2:7][CH2:6][CH2:5][CH2:4]3)=[CH:28][CH:29]=2)[C:19]2([CH2:20][CH2:21][NH:22][CH2:23][CH2:24]2)[C:18]1=[O:31])=[O:35]. (3) Given the reactants Br[CH2:2][C:3]1[C:12]2[C:7](=[C:8]([F:14])[C:9](F)=[CH:10][CH:11]=2)[NH:6][C:5](=[O:15])[CH:4]=1.[Cl:16][C:17]1[CH:18]=[C:19]([CH:21]=[CH:22][C:23]=1[CH3:24])[NH2:20].[CH3:25][C:26]1[N:27]=[CH:28][S:29][C:30]=1[C:31](O)=[O:32], predict the reaction product. The product is: [Cl:16][C:17]1[CH:18]=[C:19]([N:20]([CH2:2][C:3]2[C:12]3[C:7](=[C:8]([F:14])[CH:9]=[CH:10][CH:11]=3)[NH:6][C:5](=[O:15])[CH:4]=2)[C:31]([C:30]2[S:29][CH:28]=[N:27][C:26]=2[CH3:25])=[O:32])[CH:21]=[CH:22][C:23]=1[CH3:24]. (4) Given the reactants [S:1]1[CH:5]=[CH:4][CH:3]=[C:2]1[CH2:6][C:7]([OH:9])=O.C1C=NC2N(O)N=NC=2C=1.CCN(C(C)C)C(C)C.[CH3:29][O:30][C:31](=[O:47])[C:32]1[CH:37]=[CH:36][C:35]([NH:38][C@@H:39]2[CH2:44][CH2:43][CH2:42][CH2:41][C@H:40]2[CH3:45])=[C:34]([NH2:46])[CH:33]=1.Cl, predict the reaction product. The product is: [CH3:29][O:30][C:31](=[O:47])[C:32]1[CH:37]=[CH:36][C:35]([NH:38][C@@H:39]2[CH2:44][CH2:43][CH2:42][CH2:41][C@H:40]2[CH3:45])=[C:34]([NH:46][C:7](=[O:9])[CH2:6][C:2]2[S:1][CH:5]=[CH:4][CH:3]=2)[CH:33]=1.